The task is: Predict which catalyst facilitates the given reaction.. This data is from Catalyst prediction with 721,799 reactions and 888 catalyst types from USPTO. (1) Reactant: [CH2:1]([O:8][C:9]1[C:14]2[CH:15]=[C:16]([C:18]3[N:19]=[C:20]4[N:24]([CH:25]=3)[N:23]=[C:22](Br)[S:21]4)[O:17][C:13]=2[CH:12]=[C:11]([Cl:27])[CH:10]=1)[C:2]1[CH:7]=[CH:6][CH:5]=[CH:4][CH:3]=1.C(Cl)Cl.[CH3:31][OH:32].C[O-].[Na+]. Product: [CH2:1]([O:8][C:9]1[C:14]2[CH:15]=[C:16]([C:18]3[N:19]=[C:20]4[N:24]([CH:25]=3)[N:23]=[C:22]([O:32][CH3:31])[S:21]4)[O:17][C:13]=2[CH:12]=[C:11]([Cl:27])[CH:10]=1)[C:2]1[CH:7]=[CH:6][CH:5]=[CH:4][CH:3]=1. The catalyst class is: 25. (2) Reactant: Br[C:2]1[CH:7]=[CH:6][C:5]([C:8](=[O:26])/[CH:9]=[CH:10]/[C:11]2[CH:16]=[CH:15][C:14](/[CH:17]=[CH:18]/[C:19]([O:21]C(C)(C)C)=[O:20])=[CH:13][CH:12]=2)=[CH:4][CH:3]=1.[CH3:27][N:28]1[CH2:33][CH2:32][CH:31]([NH2:34])[CH2:30][CH2:29]1.CC([O-])(C)C.[Na+]. Product: [CH3:27][N:28]1[CH2:33][CH2:32][CH:31]([NH:34][C:2]2[CH:3]=[CH:4][C:5]([C:8](=[O:26])/[CH:9]=[CH:10]/[C:11]3[CH:12]=[CH:13][C:14](/[CH:17]=[CH:18]/[C:19]([OH:21])=[O:20])=[CH:15][CH:16]=3)=[CH:6][CH:7]=2)[CH2:30][CH2:29]1. The catalyst class is: 101.